The task is: Predict the reaction yield, written as a fraction of the theoretical maximum amount of product (1.0 means a 100% yield; for example, 0.34 means a 34% yield).. This data is from Reaction yield outcomes from USPTO patents with 853,638 reactions. (1) The reactants are [NH:1]1[CH2:6][CH2:5][CH:4]([CH2:7][CH2:8][OH:9])[CH2:3][CH2:2]1.[C:10](O[C:10]([O:12][C:13]([CH3:16])([CH3:15])[CH3:14])=[O:11])([O:12][C:13]([CH3:16])([CH3:15])[CH3:14])=[O:11]. The catalyst is CN(C=O)C. The product is [C:13]([O:12][C:10]([N:1]1[CH2:6][CH2:5][CH:4]([CH2:7][CH2:8][OH:9])[CH2:3][CH2:2]1)=[O:11])([CH3:16])([CH3:15])[CH3:14]. The yield is 0.880. (2) The reactants are [O-]P([O-])([O-])=O.[K+].[K+].[K+].Br[C:10]1[CH:19]=[CH:18][C:13]([C:14]([O:16][CH3:17])=[O:15])=[CH:12][CH:11]=1.[NH:20]1[CH2:25][CH2:24][O:23][CH2:22][CH2:21]1. The catalyst is C1C=CC(/C=C/C(/C=C/C2C=CC=CC=2)=O)=CC=1.C1C=CC(/C=C/C(/C=C/C2C=CC=CC=2)=O)=CC=1.C1C=CC(/C=C/C(/C=C/C2C=CC=CC=2)=O)=CC=1.[Pd].[Pd].COCCOC. The product is [C:14]([C:13]1[CH:18]=[CH:19][C:10]([N:20]2[CH2:25][CH2:24][O:23][CH2:22][CH2:21]2)=[CH:11][CH:12]=1)([O:16][CH3:17])=[O:15]. The yield is 0.800. (3) The reactants are [C:1]1(=[O:11])[NH:5][C:4](=[O:6])[C:3]2=[CH:7][CH:8]=[CH:9][CH:10]=[C:2]12.[K].[C:13]1([C:47]2[CH:52]=[CH:51][CH:50]=[CH:49][CH:48]=2)[CH:18]=[CH:17][C:16]([CH2:19][CH2:20][CH:21]([O:37]CC2C=CC(OC)=CC=2)[CH:22]([CH2:30][CH2:31]OS(C)(=O)=O)[C:23]([O:25]C(C)(C)C)=[O:24])=[CH:15][CH:14]=1. The catalyst is CN(C)C=O. The product is [C:13]1([C:47]2[CH:48]=[CH:49][CH:50]=[CH:51][CH:52]=2)[CH:14]=[CH:15][C:16]([CH2:19][CH2:20][CH:21]([OH:37])[CH:22]([CH2:30][CH2:31][N:5]2[C:1](=[O:11])[C:2]3[C:3](=[CH:7][CH:8]=[CH:9][CH:10]=3)[C:4]2=[O:6])[C:23]([OH:25])=[O:24])=[CH:17][CH:18]=1. The yield is 0.270. (4) The reactants are [CH3:1][N:2]([CH3:32])[C:3]([C:5]1[N:26]([CH:27]2[CH2:31][CH2:30][CH2:29][CH2:28]2)[C:8]2[N:9]=[C:10]([NH:13][C:14]3[N:19]=[CH:18][C:17]([CH:20]4[CH2:25][CH2:24][NH:23][CH2:22][CH2:21]4)=[CH:16][CH:15]=3)[N:11]=[CH:12][C:7]=2[CH:6]=1)=[O:4].Br[CH2:34][CH2:35][OH:36]. No catalyst specified. The product is [CH3:1][N:2]([CH3:32])[C:3]([C:5]1[N:26]([CH:27]2[CH2:31][CH2:30][CH2:29][CH2:28]2)[C:8]2[N:9]=[C:10]([NH:13][C:14]3[N:19]=[CH:18][C:17]([CH:20]4[CH2:25][CH2:24][N:23]([CH2:34][CH2:35][OH:36])[CH2:22][CH2:21]4)=[CH:16][CH:15]=3)[N:11]=[CH:12][C:7]=2[CH:6]=1)=[O:4]. The yield is 0.530.